This data is from Forward reaction prediction with 1.9M reactions from USPTO patents (1976-2016). The task is: Predict the product of the given reaction. (1) Given the reactants [Cl:1][C:2]1[CH:28]=[CH:27][C:5]([CH2:6][N:7]2[C:15]3[C:10](=[CH:11][CH:12]=[CH:13][CH:14]=3)[CH:9]=[C:8]2[C:16]([N:18]2[CH2:23][CH2:22][CH:21]([C:24]([OH:26])=O)[CH2:20][CH2:19]2)=[O:17])=[CH:4][CH:3]=1.ON1C2C=CC=CC=2N=N1.CCN=C=NCCCN(C)C.[N:50]1[CH:55]=[CH:54][C:53]([CH2:56][CH2:57][NH2:58])=[CH:52][CH:51]=1, predict the reaction product. The product is: [Cl:1][C:2]1[CH:28]=[CH:27][C:5]([CH2:6][N:7]2[C:15]3[C:10](=[CH:11][CH:12]=[CH:13][CH:14]=3)[CH:9]=[C:8]2[C:16]([N:18]2[CH2:23][CH2:22][CH:21]([C:24]([NH:58][CH2:57][CH2:56][C:53]3[CH:54]=[CH:55][N:50]=[CH:51][CH:52]=3)=[O:26])[CH2:20][CH2:19]2)=[O:17])=[CH:4][CH:3]=1. (2) Given the reactants [NH2:1][C:2]1[O:6][N:5]=[C:4]([CH3:7])[C:3]=1[C:8]1[CH:13]=[CH:12][C:11]([N:14]2[CH2:19][CH2:18][N:17]([C:20]([O:22][C:23]([CH3:26])([CH3:25])[CH3:24])=[O:21])[CH2:16][CH2:15]2)=[CH:10][CH:9]=1.Cl[C:28]([O:30][CH2:31][C:32]([Cl:35])([Cl:34])[Cl:33])=[O:29].CCOCC.Cl, predict the reaction product. The product is: [CH3:7][C:4]1[C:3]([C:8]2[CH:9]=[CH:10][C:11]([N:14]3[CH2:15][CH2:16][N:17]([C:20]([O:22][C:23]([CH3:26])([CH3:25])[CH3:24])=[O:21])[CH2:18][CH2:19]3)=[CH:12][CH:13]=2)=[C:2]([NH:1][C:28]([O:30][CH2:31][C:32]([Cl:35])([Cl:34])[Cl:33])=[O:29])[O:6][N:5]=1.